Dataset: Peptide-MHC class I binding affinity with 185,985 pairs from IEDB/IMGT. Task: Regression. Given a peptide amino acid sequence and an MHC pseudo amino acid sequence, predict their binding affinity value. This is MHC class I binding data. The binding affinity (normalized) is 0.324. The peptide sequence is ALNATDPGA. The MHC is HLA-B15:01 with pseudo-sequence HLA-B15:01.